This data is from Reaction yield outcomes from USPTO patents with 853,638 reactions. The task is: Predict the reaction yield, written as a fraction of the theoretical maximum amount of product (1.0 means a 100% yield; for example, 0.34 means a 34% yield). The reactants are [F:1][C:2]1[C:7]([CH2:8][N:9]2[CH:13]=[CH:12][C:11]([N:14]3C(=O)C4C(=CC=CC=4)C3=O)=[N:10]2)=[CH:6][CH:5]=[CH:4][N:3]=1.O.NN. The catalyst is C(O)C. The product is [F:1][C:2]1[C:7]([CH2:8][N:9]2[CH:13]=[CH:12][C:11]([NH2:14])=[N:10]2)=[CH:6][CH:5]=[CH:4][N:3]=1. The yield is 0.950.